This data is from Reaction yield outcomes from USPTO patents with 853,638 reactions. The task is: Predict the reaction yield, written as a fraction of the theoretical maximum amount of product (1.0 means a 100% yield; for example, 0.34 means a 34% yield). (1) The reactants are Br[C:2]1[CH:7]=[CH:6][C:5]([O:8][Si:9]([CH:16]([CH3:18])[CH3:17])([CH:13]([CH3:15])[CH3:14])[CH:10]([CH3:12])[CH3:11])=[CH:4][CH:3]=1.C([Li])CCC.[B:24](OC(C)C)([O:29]C(C)C)[O:25]C(C)C. The catalyst is C1COCC1. The product is [CH:10]([Si:9]([CH:16]([CH3:18])[CH3:17])([CH:13]([CH3:15])[CH3:14])[O:8][C:5]1[CH:6]=[CH:7][C:2]([B:24]([OH:29])[OH:25])=[CH:3][CH:4]=1)([CH3:12])[CH3:11]. The yield is 0.680. (2) The reactants are [C:1]([O:5][C:6]([N:8]([C:25]1[CH:30]=[CH:29][N:28]=[C:27](Cl)[N:26]=1)[C:9]1[CH:10]=[C:11]2[C:15](=[CH:16][CH:17]=1)[N:14](C(OC(C)(C)C)=O)[N:13]=[CH:12]2)=[O:7])([CH3:4])([CH3:3])[CH3:2].C([O-])([O-])=O.[Na+].[Na+].CC(OC(OC(OC(C)(C)C)=O)=O)(C)C.[CH3:53][O:54][C:55]1[CH:56]=[C:57](B(O)O)[CH:58]=[CH:59][CH:60]=1. The catalyst is CCO.O.Cl[Pd](Cl)([P](C1C=CC=CC=1)(C1C=CC=CC=1)C1C=CC=CC=1)[P](C1C=CC=CC=1)(C1C=CC=CC=1)C1C=CC=CC=1. The product is [NH:14]1[C:15]2[C:11](=[CH:10][C:9]([N:8]([C:25]3[CH:30]=[CH:29][N:28]=[C:27]([C:59]4[CH:58]=[CH:57][CH:56]=[C:55]([O:54][CH3:53])[CH:60]=4)[N:26]=3)[C:6](=[O:7])[O:5][C:1]([CH3:2])([CH3:4])[CH3:3])=[CH:17][CH:16]=2)[CH:12]=[N:13]1. The yield is 0.850. (3) The reactants are [NH2:1][C:2]1[CH:34]=[CH:33][C:5]([C:6]([N:8]([C:10]2[CH:15]=[CH:14][CH:13]=[C:12]([NH:16][C:17]3[N:22]=[C:21]([C:23]4[C:31]5[C:26](=[CH:27][CH:28]=[CH:29][CH:30]=5)[NH:25][CH:24]=4)[C:20]([Cl:32])=[CH:19][N:18]=3)[CH:11]=2)[CH3:9])=[O:7])=[CH:4][CH:3]=1.C[CH2:36][N:37]([CH:41]([CH3:43])C)[CH:38](C)C.BrC/C=[CH:47]/[C:48](Cl)=[O:49].CNC. The catalyst is C1COCC1. The product is [Cl:32][C:20]1[C:21]([C:23]2[C:31]3[C:26](=[CH:27][CH:28]=[CH:29][CH:30]=3)[NH:25][CH:24]=2)=[N:22][C:17]([NH:16][C:12]2[CH:11]=[C:10]([N:8]([CH3:9])[C:6](=[O:7])[C:5]3[CH:33]=[CH:34][C:2]([NH:1][C:48](=[O:49])/[CH:47]=[CH:43]/[CH2:41][N:37]([CH3:36])[CH3:38])=[CH:3][CH:4]=3)[CH:15]=[CH:14][CH:13]=2)=[N:18][CH:19]=1. The yield is 0.380. (4) The reactants are [CH3:1][O:2][C:3]1[CH:8]=[CH:7][C:6]([C:9]2[CH:13]=[C:12]([NH2:14])[O:11][N:10]=2)=[CH:5][CH:4]=1.[CH3:15][C:16]1[CH:24]=[CH:23][CH:22]=[CH:21][C:17]=1[C:18](Cl)=[O:19].N1C=CC=CC=1. The catalyst is C(#N)C. The product is [CH3:1][O:2][C:3]1[CH:4]=[CH:5][C:6]([C:9]2[CH:13]=[C:12]([NH:14][C:18](=[O:19])[C:17]3[CH:21]=[CH:22][CH:23]=[CH:24][C:16]=3[CH3:15])[O:11][N:10]=2)=[CH:7][CH:8]=1. The yield is 0.540. (5) The yield is 0.290. The catalyst is O. The product is [Br:13][C:14]1[N:23]([CH2:24][O:25][CH2:26][CH2:27][Si:28]([CH3:31])([CH3:30])[CH3:29])[C:17]2[CH:18]=[N:19][NH:20][C:21](=[O:22])[C:16]=2[C:15]=1[CH2:32][O:10][CH2:9][CH:6]1[CH2:8][CH2:7]1. The reactants are O1CCCC1.[CH:6]1([CH2:9][OH:10])[CH2:8][CH2:7]1.[H-].[Na+].[Br:13][C:14]1[N:23]([CH2:24][O:25][CH2:26][CH2:27][Si:28]([CH3:31])([CH3:30])[CH3:29])[C:17]2[CH:18]=[N:19][NH:20][C:21](=[O:22])[C:16]=2[C:15]=1[CH2:32]Br. (6) The reactants are I[C:2]1[CH:3]=[CH:4][C:5]2[N:6]([CH:8]=[C:9]([NH:11][C:12]([CH:14]3[CH2:16][CH2:15]3)=[O:13])[N:10]=2)[N:7]=1.[Cl:17][C:18]1[CH:23]=[CH:22][C:21]([OH:24])=[CH:20][C:19]=1[NH:25][CH2:26][C:27]1[N:31]([CH3:32])[N:30]=[C:29]([CH3:33])[CH:28]=1.C(=O)([O-])[O-].[K+].[K+]. The catalyst is CN(C)C=O. The product is [Cl:17][C:18]1[CH:23]=[CH:22][C:21]([O:24][C:2]2[CH:3]=[CH:4][C:5]3[N:6]([CH:8]=[C:9]([NH:11][C:12]([CH:14]4[CH2:16][CH2:15]4)=[O:13])[N:10]=3)[N:7]=2)=[CH:20][C:19]=1[NH:25][CH2:26][C:27]1[N:31]([CH3:32])[N:30]=[C:29]([CH3:33])[CH:28]=1. The yield is 0.610.